Dataset: Catalyst prediction with 721,799 reactions and 888 catalyst types from USPTO. Task: Predict which catalyst facilitates the given reaction. The catalyst class is: 474. Reactant: CN(C(ON1N=NC2C=CC=NC1=2)=[N+](C)C)C.F[P-](F)(F)(F)(F)F.[C:25]([O:29][C:30]([N:32]1[CH2:37][CH2:36][C:35]([C:41]#[N:42])([C:38]([OH:40])=O)[CH2:34][CH2:33]1)=[O:31])([CH3:28])([CH3:27])[CH3:26].[NH2:43][CH2:44][C:45]1[CH:46]=[N:47][C:48]([C:51]([F:54])([F:53])[F:52])=[CH:49][CH:50]=1.CCN(C(C)C)C(C)C. Product: [C:41]([C:35]1([C:38](=[O:40])[NH:43][CH2:44][C:45]2[CH:46]=[N:47][C:48]([C:51]([F:54])([F:52])[F:53])=[CH:49][CH:50]=2)[CH2:34][CH2:33][N:32]([C:30]([O:29][C:25]([CH3:26])([CH3:27])[CH3:28])=[O:31])[CH2:37][CH2:36]1)#[N:42].